This data is from Reaction yield outcomes from USPTO patents with 853,638 reactions. The task is: Predict the reaction yield, written as a fraction of the theoretical maximum amount of product (1.0 means a 100% yield; for example, 0.34 means a 34% yield). (1) The reactants are Br[C:2]1[CH:23]=[CH:22][C:5]2[C:6]3[N:7]([CH:11]=[C:12]([C:14]4[N:18]([CH:19]([CH3:21])[CH3:20])[N:17]=[CH:16][N:15]=4)[N:13]=3)[CH2:8][CH2:9][O:10][C:4]=2[CH:3]=1.[Cl:24][C:25]1[CH:30]=[CH:29][C:28](B(O)O)=[CH:27][CH:26]=1.C([O-])([O-])=O.[Cs+].[Cs+]. The catalyst is C1C=CC(P(C2C=CC=CC=2)[C-]2C=CC=C2)=CC=1.C1C=CC(P(C2C=CC=CC=2)[C-]2C=CC=C2)=CC=1.Cl[Pd]Cl.[Fe+2].O1CCOCC1.O. The product is [Cl:24][C:25]1[CH:30]=[CH:29][C:28]([C:2]2[CH:23]=[CH:22][C:5]3[C:6]4[N:7]([CH:11]=[C:12]([C:14]5[N:18]([CH:19]([CH3:21])[CH3:20])[N:17]=[CH:16][N:15]=5)[N:13]=4)[CH2:8][CH2:9][O:10][C:4]=3[CH:3]=2)=[CH:27][CH:26]=1. The yield is 0.210. (2) The reactants are [CH3:1][O:2][C:3](=[O:15])[C:4]([CH:6]([C:8]1[CH:9]=[N:10][C:11]([Cl:14])=[CH:12][CH:13]=1)[OH:7])=[CH2:5].[C:16](OC(=O)C)(=[O:18])[CH3:17]. The catalyst is ClCCl.CN(C1C=CN=CC=1)C.C([O-])(O)=O.[Na+]. The product is [CH3:1][O:2][C:3](=[O:15])[C:4]([CH:6]([O:7][C:16](=[O:18])[CH3:17])[C:8]1[CH:9]=[N:10][C:11]([Cl:14])=[CH:12][CH:13]=1)=[CH2:5]. The yield is 0.440. (3) The reactants are [F:1][C:2]1[CH:7]=[C:6]([F:8])[C:5]([NH:9][C:10](=[O:14])[CH:11]([CH3:13])[CH3:12])=[CH:4][C:3]=1[C:15]1[CH2:16][CH2:17][N:18]([C:21]([O:23][C:24]([CH3:27])([CH3:26])[CH3:25])=[O:22])[CH2:19][CH:20]=1. The yield is 0.850. The product is [F:1][C:2]1[CH:7]=[C:6]([F:8])[C:5]([NH:9][C:10](=[O:14])[CH:11]([CH3:13])[CH3:12])=[CH:4][C:3]=1[CH:15]1[CH2:16][CH2:17][N:18]([C:21]([O:23][C:24]([CH3:26])([CH3:25])[CH3:27])=[O:22])[CH2:19][CH2:20]1. The catalyst is CCOC(C)=O.CO.[Pd]. (4) The reactants are [Cl:1][C:2]1[CH:7]=[CH:6][C:5]([NH:8][S:9]([C:12]([F:15])([F:14])[F:13])(=[O:11])=[O:10])=[C:4]([C:16](=O)[CH2:17][CH3:18])[CH:3]=1.Cl.[Cl:21][C:22]1[CH:27]=[CH:26][C:25]([O:28][NH2:29])=[CH:24][CH:23]=1.CC([O-])=O.[Na+]. The catalyst is CCO. The product is [Cl:1][C:2]1[CH:7]=[CH:6][C:5]([NH:8][S:9]([C:12]([F:15])([F:14])[F:13])(=[O:11])=[O:10])=[C:4]([C:16](=[N:29][O:28][C:25]2[CH:26]=[CH:27][C:22]([Cl:21])=[CH:23][CH:24]=2)[CH2:17][CH3:18])[CH:3]=1. The yield is 0.720. (5) The reactants are C(OC([NH:8][CH2:9][C:10]1[CH:15]=[CH:14][C:13]([CH2:16][C:17]([O:19][CH3:20])=[O:18])=[CH:12][CH:11]=1)=O)(C)(C)C.FC(F)(F)C(O)=O.[ClH:28]. The catalyst is C(OCC)(=O)C. The product is [ClH:28].[NH2:8][CH2:9][C:10]1[CH:15]=[CH:14][C:13]([CH2:16][C:17]([O:19][CH3:20])=[O:18])=[CH:12][CH:11]=1. The yield is 0.730. (6) The reactants are [CH3:1][O:2][C:3]1[CH:20]=[CH:19][C:6]([C:7]([NH:9][C:10]2[CH:15]=[CH:14][C:13]([N+:16]([O-:18])=[O:17])=[CH:12][CH:11]=2)=O)=[CH:5][CH:4]=1.COC1C=CC(P2(SP(C3C=CC(OC)=CC=3)(=S)S2)=[S:30])=CC=1. The catalyst is ClC1C=CC=CC=1. The product is [CH3:1][O:2][C:3]1[CH:20]=[CH:19][C:6]([C:7]([NH:9][C:10]2[CH:15]=[CH:14][C:13]([N+:16]([O-:18])=[O:17])=[CH:12][CH:11]=2)=[S:30])=[CH:5][CH:4]=1. The yield is 0.774.